This data is from Reaction yield outcomes from USPTO patents with 853,638 reactions. The task is: Predict the reaction yield, written as a fraction of the theoretical maximum amount of product (1.0 means a 100% yield; for example, 0.34 means a 34% yield). (1) The reactants are [OH:1][CH2:2][CH2:3][O:4][CH:5]1[CH2:10][CH2:9][CH:8]([N:11]2[C:16](=[O:17])[C:15]([CH2:18][C:19]3[CH:24]=[CH:23][C:22]([C:25]4[C:26]([C:31]#[N:32])=[CH:27][CH:28]=[CH:29][CH:30]=4)=[CH:21][CH:20]=3)=[C:14]([CH2:33][CH2:34][CH3:35])[N:13]3[N:36]=[CH:37][N:38]=[C:12]23)[CH2:7][CH2:6]1.[H-].[Na+].[CH3:41]N(C)C=O.CI. The catalyst is C(OCC)(=O)C. The product is [CH3:41][O:1][CH2:2][CH2:3][O:4][CH:5]1[CH2:10][CH2:9][CH:8]([N:11]2[C:16](=[O:17])[C:15]([CH2:18][C:19]3[CH:24]=[CH:23][C:22]([C:25]4[C:26]([C:31]#[N:32])=[CH:27][CH:28]=[CH:29][CH:30]=4)=[CH:21][CH:20]=3)=[C:14]([CH2:33][CH2:34][CH3:35])[N:13]3[N:36]=[CH:37][N:38]=[C:12]23)[CH2:7][CH2:6]1. The yield is 0.380. (2) The reactants are [CH3:1][C:2]1([CH3:28])[NH:6][CH2:5][CH:4]([CH2:7][N:8]2[C:16]3[C:11](=[CH:12][C:13]([C:17]4[CH:18]=[N:19][N:20]([CH:22]5[CH2:27][CH2:26][CH2:25][CH2:24][O:23]5)[CH:21]=4)=[CH:14][CH:15]=3)[CH:10]=[CH:9]2)[CH2:3]1.[C:29](Cl)(=[O:36])[C:30]1[CH:35]=[CH:34][CH:33]=[CH:32][CH:31]=1.C(N(CC)CC)C.CO.ClCCl. The catalyst is ClCCl.O. The product is [CH3:1][C:2]1([CH3:28])[CH2:3][CH:4]([CH2:7][N:8]2[C:16]3[C:11](=[CH:12][C:13]([C:17]4[CH:18]=[N:19][N:20]([CH:22]5[CH2:27][CH2:26][CH2:25][CH2:24][O:23]5)[CH:21]=4)=[CH:14][CH:15]=3)[CH:10]=[CH:9]2)[CH2:5][N:6]1[C:29]([C:30]1[CH:35]=[CH:34][CH:33]=[CH:32][CH:31]=1)=[O:36]. The yield is 0.610. (3) The reactants are [CH3:1][C@@H:2]1[CH2:6][CH2:5][CH2:4][N:3]1[CH2:7][C@@H:8]1[CH2:12][CH2:11][CH2:10][N:9]1[C:13]([C:15]1[CH:20]=[CH:19][C:18](B2OC(C)(C)C(C)(C)O2)=[CH:17][CH:16]=1)=[O:14].I[C:31]1[S:35][CH:34]=[C:33]([C:36]#[N:37])[CH:32]=1. No catalyst specified. The product is [CH3:1][C@@H:2]1[CH2:6][CH2:5][CH2:4][N:3]1[CH2:7][C@@H:8]1[CH2:12][CH2:11][CH2:10][N:9]1[C:13]([C:15]1[CH:16]=[CH:17][C:18]([C:31]2[S:35][CH:34]=[C:33]([C:36]#[N:37])[CH:32]=2)=[CH:19][CH:20]=1)=[O:14]. The yield is 0.300. (4) The reactants are [CH:1]([O:3][C:4]([N:6]1[CH2:30][C@:29]2([C:31](=[O:37])[CH2:32][O:33]C(=O)C)[C@@H:8]([CH2:9][C@H:10]3[C@H:23]4[C@@:14]([F:27])([C@:15]5([CH3:26])[C:20]([C@@H:21]([F:24])[CH2:22]4)=[CH:19][C:18](=[O:25])[CH:17]=[CH:16]5)[C@@H:13]([OH:28])[CH2:12][C@@:11]32[CH3:38])[CH2:7]1)=[O:5])=[CH2:2].C([O-])([O-])=O.[K+].[K+]. The catalyst is CO. The product is [CH:1]([O:3][C:4]([N:6]1[CH2:30][C@:29]2([C:31](=[O:37])[CH2:32][OH:33])[C@@H:8]([CH2:9][C@H:10]3[C@H:23]4[C@@:14]([F:27])([C@:15]5([CH3:26])[C:20]([C@@H:21]([F:24])[CH2:22]4)=[CH:19][C:18](=[O:25])[CH:17]=[CH:16]5)[C@@H:13]([OH:28])[CH2:12][C@@:11]32[CH3:38])[CH2:7]1)=[O:5])=[CH2:2]. The yield is 1.00. (5) The reactants are [S:1]1[CH2:6][CH2:5]C(C#N)[CH2:3][CH2:2]1.[OH-:9].[Na+].Cl.[CH2:12]([OH:14])[CH3:13]. The catalyst is O. The product is [S:1]1[CH2:6][CH2:5][CH:13]([C:12]([OH:9])=[O:14])[CH2:3][CH2:2]1. The yield is 0.600.